This data is from Forward reaction prediction with 1.9M reactions from USPTO patents (1976-2016). The task is: Predict the product of the given reaction. (1) Given the reactants [CH3:1][O:2][C:3]1[CH:8]=[CH:7][CH:6]=[CH:5][C:4]=1[N:9]1[CH2:14][CH2:13][C:12]([C:17]2[CH:22]=[CH:21][CH:20]=[C:19]([N+:23]([O-])=O)[CH:18]=2)([C:15]#[N:16])[CH2:11][CH2:10]1.O1CCCC1, predict the reaction product. The product is: [NH2:23][C:19]1[CH:18]=[C:17]([C:12]2([C:15]#[N:16])[CH2:11][CH2:10][N:9]([C:4]3[CH:5]=[CH:6][CH:7]=[CH:8][C:3]=3[O:2][CH3:1])[CH2:14][CH2:13]2)[CH:22]=[CH:21][CH:20]=1. (2) Given the reactants N.Cl.[NH2:3][NH:4][C:5]([NH2:7])=[O:6].[C:8]1(C)[C:9]([S:14]([OH:17])(=[O:16])=[O:15])=[CH:10][CH:11]=[CH:12][CH:13]=1, predict the reaction product. The product is: [S:14]([C:9]1[CH:8]=[CH:13][C:12]([CH3:5])=[CH:11][CH:10]=1)([OH:17])(=[O:15])=[O:16].[NH2:3][NH:4][C:5]([NH2:7])=[O:6].